This data is from Peptide-MHC class II binding affinity with 134,281 pairs from IEDB. The task is: Regression. Given a peptide amino acid sequence and an MHC pseudo amino acid sequence, predict their binding affinity value. This is MHC class II binding data. (1) The binding affinity (normalized) is 0.290. The peptide sequence is TLEALDYKECEWPLT. The MHC is HLA-DQA10201-DQB10303 with pseudo-sequence HLA-DQA10201-DQB10303. (2) The peptide sequence is SQDLELSWNLNGLQAF. The MHC is DRB1_0802 with pseudo-sequence DRB1_0802. The binding affinity (normalized) is 0.256.